The task is: Predict the product of the given reaction.. This data is from Forward reaction prediction with 1.9M reactions from USPTO patents (1976-2016). (1) Given the reactants [F:1][C:2]1[CH:3]=[N:4][C:5]([C@@H:8]([NH:10][C:11](=[O:13])C)[CH3:9])=[N:6][CH:7]=1.[C:14]([O:18]C(OC([O:18][C:14]([CH3:17])([CH3:16])[CH3:15])=O)=O)([CH3:17])([CH3:16])[CH3:15].O.[OH-].[Li+].O, predict the reaction product. The product is: [C:14]([O:18][C:11](=[O:13])[NH:10][C@H:8]([C:5]1[N:4]=[CH:3][C:2]([F:1])=[CH:7][N:6]=1)[CH3:9])([CH3:17])([CH3:16])[CH3:15]. (2) Given the reactants Cl[C:2]1[N:11]=[C:10]([C:12]2[CH:17]=[CH:16][CH:15]=[CH:14][CH:13]=2)[C:9]2[C:4](=[CH:5][CH:6]=[CH:7][CH:8]=2)[N:3]=1.[NH2:18][C:19]1[CH:28]=[CH:27][C:22]([C:23]([O:25][CH3:26])=[O:24])=[CH:21][C:20]=1[CH3:29].O, predict the reaction product. The product is: [CH3:29][C:20]1[CH:21]=[C:22]([CH:27]=[CH:28][C:19]=1[NH:18][C:2]1[N:11]=[C:10]([C:12]2[CH:17]=[CH:16][CH:15]=[CH:14][CH:13]=2)[C:9]2[C:4](=[CH:5][CH:6]=[CH:7][CH:8]=2)[N:3]=1)[C:23]([O:25][CH3:26])=[O:24].